The task is: Predict the reactants needed to synthesize the given product.. This data is from Full USPTO retrosynthesis dataset with 1.9M reactions from patents (1976-2016). Given the product [F:13][C:14]1[CH:19]=[CH:18][CH:17]=[CH:16][C:15]=1[CH:20]([N:4]1[C:5]2[C:10](=[CH:9][CH:8]=[CH:7][CH:6]=2)[C:2]([CH3:12])([CH3:1])[C:3]1=[O:11])[CH:21]([OH:22])[CH2:23][OH:24], predict the reactants needed to synthesize it. The reactants are: [CH3:1][C:2]1([CH3:12])[C:10]2[C:5](=[CH:6][CH:7]=[CH:8][CH:9]=2)[NH:4][C:3]1=[O:11].[F:13][C:14]1[CH:19]=[CH:18][CH:17]=[CH:16][C:15]=1[CH:20]1[O:22][CH:21]1[CH2:23][OH:24].